This data is from Peptide-MHC class I binding affinity with 185,985 pairs from IEDB/IMGT. The task is: Regression. Given a peptide amino acid sequence and an MHC pseudo amino acid sequence, predict their binding affinity value. This is MHC class I binding data. (1) The peptide sequence is SSIIKTFVV. The MHC is HLA-A68:02 with pseudo-sequence HLA-A68:02. The binding affinity (normalized) is 0.733. (2) The peptide sequence is SPEGEETII. The MHC is HLA-B51:01 with pseudo-sequence HLA-B51:01. The binding affinity (normalized) is 0.106. (3) The peptide sequence is NGFQEETW. The MHC is Mamu-B52 with pseudo-sequence Mamu-B52. The binding affinity (normalized) is 0.893. (4) The peptide sequence is RTMGWTEYQ. The MHC is HLA-A02:01 with pseudo-sequence HLA-A02:01. The binding affinity (normalized) is 0.0847. (5) The peptide sequence is HTTTGRTSL. The MHC is HLA-B44:02 with pseudo-sequence HLA-B44:02. The binding affinity (normalized) is 0.0847.